Dataset: Peptide-MHC class I binding affinity with 185,985 pairs from IEDB/IMGT. Task: Regression. Given a peptide amino acid sequence and an MHC pseudo amino acid sequence, predict their binding affinity value. This is MHC class I binding data. The peptide sequence is VLLDYQGML. The MHC is HLA-A68:01 with pseudo-sequence HLA-A68:01. The binding affinity (normalized) is 0.